Dataset: Full USPTO retrosynthesis dataset with 1.9M reactions from patents (1976-2016). Task: Predict the reactants needed to synthesize the given product. (1) Given the product [Br:1][C:2]1[CH:3]=[C:4]2[C:8](=[CH:9][CH:10]=1)[N:7]([S:11]([C:14]1[CH:19]=[CH:18][C:17]([O:20][CH3:21])=[C:16]([N:22]3[CH2:23][CH2:24][N:25]([CH3:28])[CH2:26][CH2:27]3)[CH:15]=1)(=[O:13])=[O:12])[CH:6]=[CH:5]2, predict the reactants needed to synthesize it. The reactants are: [Br:1][C:2]1[CH:3]=[C:4]2[C:8](=[CH:9][CH:10]=1)[N:7]([S:11]([C:14]1[CH:19]=[CH:18][C:17]([O:20][CH3:21])=[C:16]([N:22]3[CH2:27][CH2:26][NH:25][CH2:24][CH2:23]3)[CH:15]=1)(=[O:13])=[O:12])[CH:6]=[CH:5]2.[C:28]([BH3-])#N.[Na+].C=O. (2) Given the product [C:8]([C:4]1[C:5]([CH3:7])=[CH:6][N:2]([CH3:1])[C:3]=1[CH2:13][C:14]([OH:16])=[O:15])([OH:10])=[O:9], predict the reactants needed to synthesize it. The reactants are: [CH3:1][N:2]1[CH:6]=[C:5]([CH3:7])[C:4]([C:8]([O:10]CC)=[O:9])=[C:3]1[CH2:13][C:14]([O:16]CC)=[O:15].[OH-].[Na+].Cl. (3) The reactants are: C(N1CCN(C2C=CC(N)=CC=2C)CC1)(=O)C.[C:18]([N:21]1[CH2:27][CH2:26][CH2:25][N:24]([C:28]2[CH:33]=[CH:32][C:31]([N+:34]([O-])=O)=[CH:30][CH:29]=2)[CH2:23][CH2:22]1)(=[O:20])[CH3:19]. Given the product [C:18]([N:21]1[CH2:27][CH2:26][CH2:25][N:24]([C:28]2[CH:33]=[CH:32][C:31]([NH2:34])=[CH:30][CH:29]=2)[CH2:23][CH2:22]1)(=[O:20])[CH3:19], predict the reactants needed to synthesize it. (4) Given the product [C:45]([C:44]1[CH:48]=[C:40]([C:8]2[CH:17]=[CH:16][C:15]3[C:10](=[CH:11][CH:12]=[C:13]([C:18]4[N:22]([CH:23]5[CH2:28][CH2:27][CH2:26][CH2:25][CH2:24]5)[C:21]5[CH:29]=[CH:30][C:31]([C:33]([OH:35])=[O:34])=[CH:32][C:20]=5[N:19]=4)[CH:14]=3)[N:9]=2)[CH:41]=[CH:42][C:43]=1[OH:49])(=[O:46])[NH2:47], predict the reactants needed to synthesize it. The reactants are: BrC1C=CC(O)=C([C:8]2[CH:17]=[CH:16][C:15]3[C:10](=[CH:11][CH:12]=[C:13]([C:18]4[N:22]([CH:23]5[CH2:28][CH2:27][CH2:26][CH2:25][CH2:24]5)[C:21]5[CH:29]=[CH:30][C:31]([C:33]([OH:35])=[O:34])=[CH:32][C:20]=5[N:19]=4)[CH:14]=3)[N:9]=2)C=1.C([C:40]1[CH:41]=[CH:42][C:43]([OH:49])=[C:44]([CH:48]=1)[C:45]([NH2:47])=[O:46])(=O)C.[OH-].[K+].